From a dataset of NCI-60 drug combinations with 297,098 pairs across 59 cell lines. Regression. Given two drug SMILES strings and cell line genomic features, predict the synergy score measuring deviation from expected non-interaction effect. (1) Drug 1: C1C(C(OC1N2C=C(C(=O)NC2=O)F)CO)O. Drug 2: C1=CN(C=N1)CC(O)(P(=O)(O)O)P(=O)(O)O. Cell line: MDA-MB-435. Synergy scores: CSS=5.03, Synergy_ZIP=-1.24, Synergy_Bliss=-1.40, Synergy_Loewe=-6.20, Synergy_HSA=-2.81. (2) Drug 1: CCCCCOC(=O)NC1=NC(=O)N(C=C1F)C2C(C(C(O2)C)O)O. Drug 2: C1CNP(=O)(OC1)N(CCCl)CCCl. Cell line: HCT-15. Synergy scores: CSS=-7.04, Synergy_ZIP=4.09, Synergy_Bliss=3.36, Synergy_Loewe=-6.76, Synergy_HSA=-6.41. (3) Drug 1: CC1=C(C=C(C=C1)C(=O)NC2=CC(=CC(=C2)C(F)(F)F)N3C=C(N=C3)C)NC4=NC=CC(=N4)C5=CN=CC=C5. Synergy scores: CSS=-3.46, Synergy_ZIP=7.81, Synergy_Bliss=-5.54, Synergy_Loewe=-74.4, Synergy_HSA=-24.9. Drug 2: C1=NC2=C(N=C(N=C2N1C3C(C(C(O3)CO)O)F)Cl)N. Cell line: CCRF-CEM. (4) Drug 1: CC1=CC=C(C=C1)C2=CC(=NN2C3=CC=C(C=C3)S(=O)(=O)N)C(F)(F)F. Drug 2: CCCCC(=O)OCC(=O)C1(CC(C2=C(C1)C(=C3C(=C2O)C(=O)C4=C(C3=O)C=CC=C4OC)O)OC5CC(C(C(O5)C)O)NC(=O)C(F)(F)F)O. Cell line: BT-549. Synergy scores: CSS=45.3, Synergy_ZIP=3.44, Synergy_Bliss=5.30, Synergy_Loewe=-17.3, Synergy_HSA=3.29. (5) Cell line: ACHN. Synergy scores: CSS=78.5, Synergy_ZIP=-0.563, Synergy_Bliss=-0.274, Synergy_Loewe=4.01, Synergy_HSA=7.60. Drug 2: CC1=C(N=C(N=C1N)C(CC(=O)N)NCC(C(=O)N)N)C(=O)NC(C(C2=CN=CN2)OC3C(C(C(C(O3)CO)O)O)OC4C(C(C(C(O4)CO)O)OC(=O)N)O)C(=O)NC(C)C(C(C)C(=O)NC(C(C)O)C(=O)NCCC5=NC(=CS5)C6=NC(=CS6)C(=O)NCCC[S+](C)C)O. Drug 1: COC1=CC(=CC(=C1O)OC)C2C3C(COC3=O)C(C4=CC5=C(C=C24)OCO5)OC6C(C(C7C(O6)COC(O7)C8=CC=CS8)O)O. (6) Drug 1: C1CCN(CC1)CCOC2=CC=C(C=C2)C(=O)C3=C(SC4=C3C=CC(=C4)O)C5=CC=C(C=C5)O. Drug 2: C1CN(P(=O)(OC1)NCCCl)CCCl. Cell line: OVCAR-8. Synergy scores: CSS=-2.09, Synergy_ZIP=3.84, Synergy_Bliss=4.68, Synergy_Loewe=-2.37, Synergy_HSA=-1.78. (7) Drug 1: COC1=CC(=CC(=C1O)OC)C2C3C(COC3=O)C(C4=CC5=C(C=C24)OCO5)OC6C(C(C7C(O6)COC(O7)C8=CC=CS8)O)O. Drug 2: CC1C(C(CC(O1)OC2CC(CC3=C2C(=C4C(=C3O)C(=O)C5=CC=CC=C5C4=O)O)(C(=O)C)O)N)O. Cell line: RPMI-8226. Synergy scores: CSS=33.3, Synergy_ZIP=-17.7, Synergy_Bliss=-24.4, Synergy_Loewe=-20.8, Synergy_HSA=-19.2. (8) Drug 1: C1CCN(CC1)CCOC2=CC=C(C=C2)C(=O)C3=C(SC4=C3C=CC(=C4)O)C5=CC=C(C=C5)O. Drug 2: B(C(CC(C)C)NC(=O)C(CC1=CC=CC=C1)NC(=O)C2=NC=CN=C2)(O)O. Cell line: HCT116. Synergy scores: CSS=4.08, Synergy_ZIP=0.307, Synergy_Bliss=3.42, Synergy_Loewe=-5.29, Synergy_HSA=0.0384. (9) Drug 1: C1=C(C(=O)NC(=O)N1)F. Drug 2: CC1C(C(CC(O1)OC2CC(OC(C2O)C)OC3=CC4=CC5=C(C(=O)C(C(C5)C(C(=O)C(C(C)O)O)OC)OC6CC(C(C(O6)C)O)OC7CC(C(C(O7)C)O)OC8CC(C(C(O8)C)O)(C)O)C(=C4C(=C3C)O)O)O)O. Cell line: MDA-MB-435. Synergy scores: CSS=27.3, Synergy_ZIP=3.75, Synergy_Bliss=2.56, Synergy_Loewe=-65.6, Synergy_HSA=1.49.